The task is: Predict which catalyst facilitates the given reaction.. This data is from Catalyst prediction with 721,799 reactions and 888 catalyst types from USPTO. (1) Reactant: [F:1][C:2]([F:14])([F:13])[C:3]1[N:8]2[N:9]=[C:10]([NH2:12])[N:11]=[C:7]2[CH:6]=[CH:5][CH:4]=1.Br[C:16]1[CH:21]=[CH:20][C:19]([N:22]2[CH:26]=[C:25]([CH3:27])[N:24]=[CH:23]2)=[C:18]([O:28][CH3:29])[CH:17]=1.C(Cl)Cl. Product: [CH3:29][O:28][C:18]1[CH:17]=[C:16]([NH:12][C:10]2[N:11]=[C:7]3[CH:6]=[CH:5][CH:4]=[C:3]([C:2]([F:1])([F:13])[F:14])[N:8]3[N:9]=2)[CH:21]=[CH:20][C:19]=1[N:22]1[CH:26]=[C:25]([CH3:27])[N:24]=[CH:23]1. The catalyst class is: 61. (2) The catalyst class is: 299. Product: [Cl:33][C:29]1[CH:28]=[C:27]2[NH:26][C:25](=[O:34])[C@:17]3([C@@H:16]([C:35]4[CH:40]=[CH:39][CH:38]=[C:37]([Cl:41])[C:36]=4[F:42])[C@H:15]([C:13]([NH:12][C:9]4[CH:10]=[CH:11][C:6]([O:5][CH2:4][C:3]([OH:43])=[O:2])=[CH:7][CH:8]=4)=[O:14])[NH:19][C@H:18]3[CH2:20][C:21]([CH3:23])([CH3:22])[CH3:24])[C:32]2=[CH:31][CH:30]=1. Reactant: C[O:2][C:3](=[O:43])[CH2:4][O:5][C:6]1[CH:11]=[CH:10][C:9]([NH:12][C:13]([C@@H:15]2[NH:19][C@@H:18]([CH2:20][C:21]([CH3:24])([CH3:23])[CH3:22])[C@:17]3([C:32]4[C:27](=[CH:28][C:29]([Cl:33])=[CH:30][CH:31]=4)[NH:26][C:25]3=[O:34])[C@H:16]2[C:35]2[CH:40]=[CH:39][CH:38]=[C:37]([Cl:41])[C:36]=2[F:42])=[O:14])=[CH:8][CH:7]=1.Cl. (3) Reactant: [CH3:1][C:2]1[C:10]2[C:9](=[O:11])[NH:8][CH:7]=[N:6][C:5]=2[S:4][C:3]=1[C:12]([N:14]1[CH2:18][CH2:17][CH2:16][CH2:15]1)=[O:13].C([O-])([O-])=O.[K+].[K+].Cl[CH2:26][C:27]([N:29]1[CH2:34][CH2:33][N:32]([C:35]2[CH:40]=[CH:39][CH:38]=[C:37]([Cl:41])[CH:36]=2)[CH2:31][CH2:30]1)=[O:28]. Product: [Cl:41][C:37]1[CH:36]=[C:35]([N:32]2[CH2:31][CH2:30][N:29]([C:27](=[O:28])[CH2:26][N:8]3[C:9](=[O:11])[C:10]4[C:2]([CH3:1])=[C:3]([C:12]([N:14]5[CH2:18][CH2:17][CH2:16][CH2:15]5)=[O:13])[S:4][C:5]=4[N:6]=[CH:7]3)[CH2:34][CH2:33]2)[CH:40]=[CH:39][CH:38]=1. The catalyst class is: 23. (4) Reactant: [Cl:1][C:2]1[CH:3]=[C:4]([CH:8]([O:34][CH3:35])[CH2:9][C:10]2[N:11](C(C3C=CC=CC=3)(C3C=CC=CC=3)C3C=CC=CC=3)[CH:12]=[CH:13][N:14]=2)[CH:5]=[CH:6][CH:7]=1.Cl.[OH-].[Na+]. Product: [Cl:1][C:2]1[CH:3]=[C:4]([CH:8]([O:34][CH3:35])[CH2:9][C:10]2[NH:14][CH:13]=[CH:12][N:11]=2)[CH:5]=[CH:6][CH:7]=1. The catalyst class is: 40. (5) Reactant: C([O-])([O-])=O.[Na+].[Na+].FC(F)(F)S(O[C:13](=[CH:19][C:20]1[CH:25]=[CH:24][CH:23]=[CH:22][CH:21]=1)[C:14]([O:16][CH2:17][CH3:18])=[O:15])(=O)=O.[C:28]12([C:38]3[CH:39]=[C:40](B(O)O)[CH:41]=[CH:42][C:43]=3[O:44][CH2:45][C:46]3[CH:51]=[CH:50][CH:49]=[CH:48][CH:47]=3)[CH2:37][CH:32]3[CH2:33][CH:34]([CH2:36][CH:30]([CH2:31]3)[CH2:29]1)[CH2:35]2.[Cl-:55].[Li+]. Product: [C:28]12([C:38]3[CH:39]=[C:40]([C:23]4[CH:24]=[CH:25][C:20](/[CH:19]=[CH:13]/[C:14]([O:16][CH2:17][CH3:18])=[O:15])=[CH:21][C:22]=4[Cl:55])[CH:41]=[CH:42][C:43]=3[O:44][CH2:45][C:46]3[CH:51]=[CH:50][CH:49]=[CH:48][CH:47]=3)[CH2:37][CH:32]3[CH2:33][CH:34]([CH2:36][CH:30]([CH2:31]3)[CH2:29]1)[CH2:35]2. The catalyst class is: 564. (6) Reactant: [C:1]([O:14][C@H:15]([CH2:71][O:72][C:73](=[O:85])[CH2:74][CH2:75][CH2:76][CH2:77][CH2:78][CH2:79][CH2:80][CH2:81][CH2:82][CH2:83][CH3:84])[CH2:16][S:17][CH2:18][C@H:19]([NH:53]C(OCC1C2C=CC=CC=2C2C1=CC=CC=2)=O)[C:20](=[O:52])[NH:21][CH2:22][CH2:23][CH2:24]OCCCCOCCCNC(=O)OCC1C2C=CC=CC=2C2C1=CC=CC=2)(=[O:13])[CH2:2][CH2:3][CH2:4][CH2:5][CH2:6][CH2:7][CH2:8][CH2:9][CH2:10][CH2:11][CH3:12].[NH:86]1CCC[CH2:88][CH2:87]1. Product: [C:73]([O:72][CH2:71][C@@H:15]([O:14][C:1](=[O:13])[CH2:2][CH2:3][CH2:4][CH2:5][CH2:6][CH2:7][CH2:8][CH2:9][CH2:10][CH2:11][CH3:12])[CH2:16][S:17][CH2:18][C@H:19]([NH2:53])[C:20]([NH:21][CH2:22][CH2:23][CH2:24][CH2:88][CH2:87][NH2:86])=[O:52])(=[O:85])[CH2:74][CH2:75][CH2:76][CH2:77][CH2:78][CH2:79][CH2:80][CH2:81][CH2:82][CH2:83][CH3:84]. The catalyst class is: 10.